From a dataset of Forward reaction prediction with 1.9M reactions from USPTO patents (1976-2016). Predict the product of the given reaction. (1) Given the reactants [C@H:1]12[CH2:6][C@H:5]1[CH2:4][NH:3][C@@H:2]2[CH2:7][NH:8][C:9]([C:11]1[N:18]2[C:14]([S:15][CH:16]=[CH:17]2)=[N:13][C:12]=1[CH3:19])=[O:10].[Cl:20][C:21]1[CH:22]=[C:23]([C:27]2[C:28]([C:33](O)=[O:34])=[CH:29][CH:30]=[CH:31][CH:32]=2)[CH:24]=[CH:25][CH:26]=1, predict the reaction product. The product is: [Cl:20][C:21]1[CH:22]=[C:23]([C:27]2[C:28]([C:33]([N:3]3[CH2:4][C@H:5]4[C@H:1]([CH2:6]4)[C@H:2]3[CH2:7][NH:8][C:9]([C:11]3[N:18]4[C:14]([S:15][CH:16]=[CH:17]4)=[N:13][C:12]=3[CH3:19])=[O:10])=[O:34])=[CH:29][CH:30]=[CH:31][CH:32]=2)[CH:24]=[CH:25][CH:26]=1. (2) The product is: [C:1]([O:32][CH2:31][CH:30]=[CH:29][CH2:28][OH:33])([C:14]1[CH:19]=[CH:18][CH:17]=[CH:16][CH:15]=1)([C:8]1[CH:13]=[CH:12][CH:11]=[CH:10][CH:9]=1)[C:2]1[CH:7]=[CH:6][CH:5]=[CH:4][CH:3]=1. Given the reactants [C:1](Cl)([C:14]1[CH:19]=[CH:18][CH:17]=[CH:16][CH:15]=1)([C:8]1[CH:13]=[CH:12][CH:11]=[CH:10][CH:9]=1)[C:2]1[CH:7]=[CH:6][CH:5]=[CH:4][CH:3]=1.CCN(CC)CC.[CH2:28]([OH:33])/[CH:29]=[CH:30]\[CH2:31][OH:32].CCCCCC, predict the reaction product. (3) Given the reactants C(O)(=O)C.[Si]([O:12][C@H:13]1[CH2:17][N:16]([CH:18]2[CH2:23][CH2:22][NH:21][CH2:20][CH2:19]2)[C:15](=[O:24])[CH2:14]1)(C(C)(C)C)(C)C.Br[CH2:26][CH2:27][O:28][C:29]1[CH:44]=[CH:43][C:32]([O:33][C:34]2[S:35][C:36]3[C:37]([N:42]=2)=[N:38][CH:39]=[CH:40][CH:41]=3)=[CH:31][CH:30]=1.C(N(CC)C(C)C)(C)C.Cl, predict the reaction product. The product is: [OH:12][C@H:13]1[CH2:17][N:16]([CH:18]2[CH2:19][CH2:20][N:21]([CH2:26][CH2:27][O:28][C:29]3[CH:30]=[CH:31][C:32]([O:33][C:34]4[S:35][C:36]5[C:37]([N:42]=4)=[N:38][CH:39]=[CH:40][CH:41]=5)=[CH:43][CH:44]=3)[CH2:22][CH2:23]2)[C:15](=[O:24])[CH2:14]1. (4) Given the reactants [CH:1]([C:3]1[CH:4]=[N:5][N:6]([CH3:19])[C:7]=1[C:8]1[CH:9]=[C:10]([C:15]([O:17][CH3:18])=[O:16])[S:11][C:12]=1[CH2:13][CH3:14])=[CH2:2], predict the reaction product. The product is: [CH2:13]([C:12]1[S:11][C:10]([C:15]([O:17][CH3:18])=[O:16])=[CH:9][C:8]=1[C:7]1[N:6]([CH3:19])[N:5]=[CH:4][C:3]=1[CH2:1][CH3:2])[CH3:14].